From a dataset of Full USPTO retrosynthesis dataset with 1.9M reactions from patents (1976-2016). Predict the reactants needed to synthesize the given product. Given the product [NH2:1][C:2]1[C:11]2[C:6](=[C:7]([C:25]3[CH:26]=[C:21]([O:20][CH3:19])[CH:22]=[CH:23][C:24]=3[O:27][CH3:28])[CH:8]=[CH:9][CH:10]=2)[N:5]=[N:4][C:3]=1[C:13]([NH:15][CH:16]1[CH2:18][CH2:17]1)=[O:14], predict the reactants needed to synthesize it. The reactants are: [NH2:1][C:2]1[C:11]2[C:6](=[C:7](Br)[CH:8]=[CH:9][CH:10]=2)[N:5]=[N:4][C:3]=1[C:13]([NH:15][CH:16]1[CH2:18][CH2:17]1)=[O:14].[CH3:19][O:20][C:21]1[CH:26]=[CH:25][C:24]([O:27][CH3:28])=[CH:23][C:22]=1B(O)O.